Dataset: Catalyst prediction with 721,799 reactions and 888 catalyst types from USPTO. Task: Predict which catalyst facilitates the given reaction. Reactant: Br[C:2]1[CH:3]=[N:4][CH:5]=[C:6]([CH:12]=1)[C:7]([O:9][CH2:10][CH3:11])=[O:8].[CH3:13][O:14][C:15]1[CH:20]=[CH:19][CH:18]=[CH:17][C:16]=1B(O)O.C([O-])([O-])=O.[K+].[K+]. Product: [CH3:13][O:14][C:15]1[CH:20]=[CH:19][CH:18]=[CH:17][C:16]=1[C:2]1[CH:12]=[C:6]([C:7]([O:9][CH2:10][CH3:11])=[O:8])[CH:5]=[N:4][CH:3]=1. The catalyst class is: 339.